Dataset: Forward reaction prediction with 1.9M reactions from USPTO patents (1976-2016). Task: Predict the product of the given reaction. (1) Given the reactants [CH:1]1([CH2:4][O:5][C:6]2[CH:11]=[CH:10][C:9]([C:12]3([CH3:17])[O:16][CH2:15][CH2:14][O:13]3)=[CH:8][C:7]=2[C:18]2[C:19]3[N:26]([CH2:27][O:28][CH2:29][CH2:30][Si:31]([CH3:34])([CH3:33])[CH3:32])[C:25]([CH3:35])=[C:24]([C:36]([OH:38])=O)[C:20]=3[N:21]=[CH:22][N:23]=2)[CH2:3][CH2:2]1.[NH2:39][C@H:40]1[CH2:45][CH2:44][C@H:43]([NH:46][C:47](=[O:53])[O:48][C:49]([CH3:52])([CH3:51])[CH3:50])[CH2:42][CH2:41]1, predict the reaction product. The product is: [C:49]([O:48][C:47](=[O:53])[NH:46][C@H:43]1[CH2:42][CH2:41][C@H:40]([NH:39][C:36]([C:24]2[C:20]3[N:21]=[CH:22][N:23]=[C:18]([C:7]4[CH:8]=[C:9]([C:12]5([CH3:17])[O:13][CH2:14][CH2:15][O:16]5)[CH:10]=[CH:11][C:6]=4[O:5][CH2:4][CH:1]4[CH2:3][CH2:2]4)[C:19]=3[N:26]([CH2:27][O:28][CH2:29][CH2:30][Si:31]([CH3:33])([CH3:32])[CH3:34])[C:25]=2[CH3:35])=[O:38])[CH2:45][CH2:44]1)([CH3:52])([CH3:50])[CH3:51]. (2) Given the reactants [C:1]([O:5][C:6]1[N:11]=[CH:10][C:9]([O:12][CH:13]2[CH2:16][N:15]([C:17]3[C:18]([F:25])=[C:19]([CH2:23][OH:24])[CH:20]=[CH:21][CH:22]=3)[CH2:14]2)=[CH:8][CH:7]=1)(C)(C)C.C1N=CN([C:31]([N:33]2[CH:37]=[N:36]C=C2)=[O:32])C=1.[C:38](=[O:41])([OH:40])O.[NH2:42]C(N)=N.[C:46]([OH:52])([C:48](F)(F)F)=[O:47], predict the reaction product. The product is: [C:38]([C@@H:1]([C@H:48]([C:46]([OH:52])=[O:47])[OH:32])[OH:5])([OH:40])=[O:41].[C:37]([NH:33][C:31](=[O:32])[O:24][CH2:23][C:19]1[CH:20]=[CH:21][CH:22]=[C:17]([N:15]2[CH2:14][CH:13]([O:12][C:9]3[CH:8]=[CH:7][C:6](=[O:5])[NH:11][CH:10]=3)[CH2:16]2)[C:18]=1[F:25])(=[NH:36])[NH2:42].